The task is: Regression. Given two drug SMILES strings and cell line genomic features, predict the synergy score measuring deviation from expected non-interaction effect.. This data is from NCI-60 drug combinations with 297,098 pairs across 59 cell lines. (1) Drug 1: CC(C1=C(C=CC(=C1Cl)F)Cl)OC2=C(N=CC(=C2)C3=CN(N=C3)C4CCNCC4)N. Drug 2: C1=CN(C=N1)CC(O)(P(=O)(O)O)P(=O)(O)O. Cell line: HT29. Synergy scores: CSS=14.3, Synergy_ZIP=3.79, Synergy_Bliss=9.22, Synergy_Loewe=1.35, Synergy_HSA=6.65. (2) Drug 1: CC1=C(C(CCC1)(C)C)C=CC(=CC=CC(=CC(=O)O)C)C. Drug 2: C1=NC2=C(N1)C(=S)N=CN2. Cell line: SN12C. Synergy scores: CSS=40.3, Synergy_ZIP=-5.99, Synergy_Bliss=-0.926, Synergy_Loewe=-4.09, Synergy_HSA=4.94. (3) Drug 1: CC(CN1CC(=O)NC(=O)C1)N2CC(=O)NC(=O)C2. Drug 2: CC(C)NC(=O)C1=CC=C(C=C1)CNNC.Cl. Cell line: OVCAR-5. Synergy scores: CSS=27.1, Synergy_ZIP=-2.91, Synergy_Bliss=4.56, Synergy_Loewe=0.509, Synergy_HSA=3.69. (4) Drug 1: CC1=C(C=C(C=C1)C(=O)NC2=CC(=CC(=C2)C(F)(F)F)N3C=C(N=C3)C)NC4=NC=CC(=N4)C5=CN=CC=C5. Drug 2: CC1=C(N=C(N=C1N)C(CC(=O)N)NCC(C(=O)N)N)C(=O)NC(C(C2=CN=CN2)OC3C(C(C(C(O3)CO)O)O)OC4C(C(C(C(O4)CO)O)OC(=O)N)O)C(=O)NC(C)C(C(C)C(=O)NC(C(C)O)C(=O)NCCC5=NC(=CS5)C6=NC(=CS6)C(=O)NCCC[S+](C)C)O. Cell line: MALME-3M. Synergy scores: CSS=7.07, Synergy_ZIP=-0.369, Synergy_Bliss=-0.337, Synergy_Loewe=-4.11, Synergy_HSA=-1.92. (5) Drug 1: CC1=C(N=C(N=C1N)C(CC(=O)N)NCC(C(=O)N)N)C(=O)NC(C(C2=CN=CN2)OC3C(C(C(C(O3)CO)O)O)OC4C(C(C(C(O4)CO)O)OC(=O)N)O)C(=O)NC(C)C(C(C)C(=O)NC(C(C)O)C(=O)NCCC5=NC(=CS5)C6=NC(=CS6)C(=O)NCCC[S+](C)C)O. Drug 2: CN(C(=O)NC(C=O)C(C(C(CO)O)O)O)N=O. Cell line: PC-3. Synergy scores: CSS=9.00, Synergy_ZIP=-1.84, Synergy_Bliss=4.67, Synergy_Loewe=-5.99, Synergy_HSA=3.25.